From a dataset of Catalyst prediction with 721,799 reactions and 888 catalyst types from USPTO. Predict which catalyst facilitates the given reaction. Product: [Cl:1][C:2]1[N:3]=[C:4]([Cl:10])[C:5]([Cl:9])=[C:6]([C:33]2[CH:32]=[C:31]([Cl:30])[CH:36]=[CH:35][C:34]=2[O:40][CH3:41])[N:7]=1. The catalyst class is: 167. Reactant: [Cl:1][C:2]1[N:7]=[C:6](Cl)[C:5]([Cl:9])=[C:4]([Cl:10])[N:3]=1.C1(P(C2C=CC=CC=2)C2C=CC=CC=2)C=CC=CC=1.[Cl:30][C:31]1[CH:32]=[CH:33][C:34]([O:40][CH3:41])=[C:35](B(O)O)[CH:36]=1.[O-]P([O-])([O-])=O.[K+].[K+].[K+].